This data is from Catalyst prediction with 721,799 reactions and 888 catalyst types from USPTO. The task is: Predict which catalyst facilitates the given reaction. (1) Reactant: [CH2:1]([N:3]1[C:12]2[CH:11]=[CH:10][C:9](/[CH:13]=[CH:14]/[C:15](OC)=[O:16])=[CH:8][C:7]=2[C:6]2=[N:19][N:20]([CH:23]3[CH2:28][CH2:27][CH2:26][CH2:25][O:24]3)[C:21]([CH3:22])=[C:5]2[C:4]1=[O:29])[CH3:2].[H-].[Al+3].[Li+].[H-].[H-].[H-].O.[OH-].[Na+].[O-]S([O-])(=O)=O.[Mg+2]. Product: [CH2:1]([N:3]1[C:12]2[CH:11]=[CH:10][C:9](/[CH:13]=[CH:14]/[CH2:15][OH:16])=[CH:8][C:7]=2[C:6]2=[N:19][N:20]([CH:23]3[CH2:28][CH2:27][CH2:26][CH2:25][O:24]3)[C:21]([CH3:22])=[C:5]2[C:4]1=[O:29])[CH3:2]. The catalyst class is: 1. (2) Reactant: [H-].[Na+].[CH3:3][O:4][C:5]1[CH:19]=[CH:18][CH:17]=[CH:16][C:6]=1[CH2:7][CH:8]1[CH2:13][CH2:12][CH:11]([CH2:14][OH:15])[CH2:10][CH2:9]1.[F:20][C:21]1[CH:28]=[CH:27][CH:26]=[C:25](F)[C:22]=1[C:23]#[N:24].O. Product: [F:20][C:21]1[CH:28]=[CH:27][CH:26]=[C:25]([O:15][CH2:14][CH:11]2[CH2:10][CH2:9][CH:8]([CH2:7][C:6]3[CH:16]=[CH:17][CH:18]=[CH:19][C:5]=3[O:4][CH3:3])[CH2:13][CH2:12]2)[C:22]=1[C:23]#[N:24]. The catalyst class is: 3. (3) Reactant: [CH3:1][C:2]([N:7]1[CH:11]=[C:10]([C:12]2[C:13]3[CH:20]=[CH:19][N:18](COCC[Si](C)(C)C)[C:14]=3[N:15]=[CH:16][N:17]=2)[CH:9]=[N:8]1)([CH3:6])[CH2:3][CH2:4][OH:5]. Product: [CH3:6][C:2]([N:7]1[CH:11]=[C:10]([C:12]2[C:13]3[CH:20]=[CH:19][NH:18][C:14]=3[N:15]=[CH:16][N:17]=2)[CH:9]=[N:8]1)([CH3:1])[CH2:3][CH2:4][OH:5]. The catalyst class is: 67. (4) Product: [F:18][C:17]([F:19])([F:20])[O:16][C:13]1[CH:12]=[CH:11][C:10]([C@@H:8]([NH2:7])[CH3:9])=[CH:15][CH:14]=1. Reactant: CC([S@]([NH:7][C@H:8]([C:10]1[CH:15]=[CH:14][C:13]([O:16][C:17]([F:20])([F:19])[F:18])=[CH:12][CH:11]=1)[CH3:9])=O)(C)C.O1CCOCC1.CCOCC. The catalyst class is: 33. (5) Reactant: [F:1][C:2]1[CH:3]=[C:4]([C:17]([O:19][CH3:20])=[O:18])[C:5]2[CH:6]=[C:7]([C@@:11]3([CH3:16])[CH2:15][CH2:14][CH2:13][NH:12]3)[NH:8][C:9]=2[CH:10]=1.CC#N.[CH3:24][O:25][C:26](=[O:29])[CH2:27]Br.CCN(C(C)C)C(C)C. Product: [F:1][C:2]1[CH:3]=[C:4]([C:17]([O:19][CH3:20])=[O:18])[C:5]2[CH:6]=[C:7]([C@@:11]3([CH3:16])[CH2:15][CH2:14][CH2:13][N:12]3[CH2:27][C:26]([O:25][CH3:24])=[O:29])[NH:8][C:9]=2[CH:10]=1. The catalyst class is: 2.